Task: Predict the product of the given reaction.. Dataset: Forward reaction prediction with 1.9M reactions from USPTO patents (1976-2016) Given the reactants [S:1]1[C:5]2[CH2:6][O:7][CH2:8][C:4]=2[CH:3]=[C:2]1[CH:9]=[O:10].[BH4-].[Na+].Cl, predict the reaction product. The product is: [S:1]1[C:5]2[CH2:6][O:7][CH2:8][C:4]=2[CH:3]=[C:2]1[CH2:9][OH:10].